Dataset: Full USPTO retrosynthesis dataset with 1.9M reactions from patents (1976-2016). Task: Predict the reactants needed to synthesize the given product. (1) Given the product [CH3:1][N:2]1[CH:6]=[C:5]([N:7]=[N:8][CH:13]([C:14](=[O:15])[CH3:16])[C:12]([O:18][CH2:19][CH2:22][CH2:23][CH3:24])=[O:17])[CH:4]=[N:3]1, predict the reactants needed to synthesize it. The reactants are: [CH3:1][N:2]1[CH:6]=[C:5]([NH2:7])[CH:4]=[N:3]1.[N:8]([O-])=O.[Na+].[C:12]([O:18][C:19]([CH3:22])(C)C)(=[O:17])[CH2:13][C:14]([CH3:16])=[O:15].[C:23]([O-])(=O)[CH3:24].[Na+].C([O-])(O)=O.[Na+]. (2) Given the product [F:1][C:2]([F:35])([F:34])[C:3]1[CH:4]=[C:5]([CH:27]=[C:28]([C:30]([F:33])([F:32])[F:31])[CH:29]=1)[CH2:6][N:7]1[CH2:14][CH2:13][CH2:12][O:11][C:10]2[N:15]=[C:16]([N:47]3[CH2:48][CH2:49][CH:45]([NH:43][CH3:41])[CH2:46]3)[CH:17]=[C:18]([C:19]3[CH:24]=[CH:23][CH:22]=[CH:21][CH:20]=3)[C:9]=2[C:8]1=[O:26], predict the reactants needed to synthesize it. The reactants are: [F:1][C:2]([F:35])([F:34])[C:3]1[CH:4]=[C:5]([CH:27]=[C:28]([C:30]([F:33])([F:32])[F:31])[CH:29]=1)[CH2:6][N:7]1[CH2:14][CH2:13][CH2:12][O:11][C:10]2[N:15]=[C:16](Cl)[CH:17]=[C:18]([C:19]3[CH:24]=[CH:23][CH:22]=[CH:21][CH:20]=3)[C:9]=2[C:8]1=[O:26].C(O[C:41]([N:43]([CH:45]1[CH2:49][CH2:48][NH:47][CH2:46]1)C)=O)(C)(C)C. (3) Given the product [CH:16]1[C:11]([CH2:10][C@H:9]([NH:8][C:3]([CH2:2][NH2:1])=[O:4])[C:18]([OH:20])=[O:19])=[CH:12][CH:13]=[C:14]([OH:17])[CH:15]=1, predict the reactants needed to synthesize it. The reactants are: [NH2:1][CH2:2][C:3](OC)=[O:4].Cl.[NH2:8][C@H:9]([C:18]([OH:20])=[O:19])[CH2:10][C:11]1[CH:16]=[CH:15][C:14]([OH:17])=[CH:13][CH:12]=1. (4) Given the product [F:1][C:2]1[CH:7]=[C:6]([F:8])[CH:5]=[CH:4][C:3]=1[C:9]([OH:35])([CH2:28][N:29]1[C:33]([S:34][CH3:40])=[N:32][N:31]=[N:30]1)[C:10]([C:13]1[N:18]=[CH:17][C:16]([O:19][C:20]2[CH:21]=[CH:22][C:23]([C:24]#[N:25])=[CH:26][CH:27]=2)=[CH:15][CH:14]=1)([F:12])[F:11], predict the reactants needed to synthesize it. The reactants are: [F:1][C:2]1[CH:7]=[C:6]([F:8])[CH:5]=[CH:4][C:3]=1[C:9]([OH:35])([CH2:28][N:29]1[C:33](=[S:34])[NH:32][N:31]=[N:30]1)[C:10]([C:13]1[N:18]=[CH:17][C:16]([O:19][C:20]2[CH:27]=[CH:26][C:23]([C:24]#[N:25])=[CH:22][CH:21]=2)=[CH:15][CH:14]=1)([F:12])[F:11].[H-].[Na+].N#N.[CH3:40]I. (5) Given the product [CH3:25][C:20]1[CH:19]=[C:18]([N:5]([CH2:6][CH2:7][C:8]2[CH:13]=[CH:12][C:11]([C:14]([F:17])([F:16])[F:15])=[CH:10][CH:9]=2)[C:3](=[O:4])[CH2:2][N:28]2[C:29]3[CH:35]=[CH:34][CH:33]=[CH:32][C:30]=3[N:31]=[C:27]2[CH3:26])[CH:23]=[CH:22][C:21]=1[CH3:24], predict the reactants needed to synthesize it. The reactants are: Br[CH2:2][C:3]([N:5]([C:18]1[CH:23]=[CH:22][C:21]([CH3:24])=[C:20]([CH3:25])[CH:19]=1)[CH2:6][CH2:7][C:8]1[CH:13]=[CH:12][C:11]([C:14]([F:17])([F:16])[F:15])=[CH:10][CH:9]=1)=[O:4].[CH3:26][C:27]1[NH:28][C:29]2[CH:35]=[CH:34][CH:33]=[CH:32][C:30]=2[N:31]=1. (6) Given the product [Cl:2][C:3]1[CH:4]=[C:5]2[C:9](=[CH:10][CH:11]=1)[NH:8][CH:7]=[C:6]2[CH2:12][CH2:13][NH:14][C:28]([CH:25]1[CH2:26][CH2:27][N:23]([C:18]2[CH:19]=[CH:20][C:21]([CH3:22])=[C:16]([CH3:15])[CH:17]=2)[C:24]1=[O:31])=[O:29], predict the reactants needed to synthesize it. The reactants are: Cl.[Cl:2][C:3]1[CH:4]=[C:5]2[C:9](=[CH:10][CH:11]=1)[NH:8][CH:7]=[C:6]2[CH2:12][CH2:13][NH2:14].[CH3:15][C:16]1[CH:17]=[C:18]([N:23]2[CH2:27][CH2:26][CH:25]([C:28](O)=[O:29])[C:24]2=[O:31])[CH:19]=[CH:20][C:21]=1[CH3:22].CN(C(ON1N=NC2C=CC=NC1=2)=[N+](C)C)C.F[P-](F)(F)(F)(F)F.C(N(CC)C(C)C)(C)C. (7) Given the product [CH3:30][C:31]([OH:35])([C:33]#[C:34][C:2]1[CH:3]=[C:4]([C:17]2[CH:22]=[CH:21][C:20]([C:23]([OH:29])([CH3:28])[C:24]([F:27])([F:26])[F:25])=[CH:19][CH:18]=2)[CH:5]=[CH:6][C:7]=1[S:8]([C:11]1[CH:12]=[CH:13][CH:14]=[CH:15][CH:16]=1)(=[O:10])=[O:9])[CH3:32], predict the reactants needed to synthesize it. The reactants are: Cl[C:2]1[CH:3]=[C:4]([C:17]2[CH:22]=[CH:21][C:20]([C:23]([OH:29])([CH3:28])[C:24]([F:27])([F:26])[F:25])=[CH:19][CH:18]=2)[CH:5]=[CH:6][C:7]=1[S:8]([C:11]1[CH:16]=[CH:15][CH:14]=[CH:13][CH:12]=1)(=[O:10])=[O:9].[CH3:30][C:31]([OH:35])([C:33]#[CH:34])[CH3:32].C(=O)([O-])[O-].[K+].[K+].C1(P(C2CCCCC2)C2C=CC=CC=2C2C(C(C)C)=CC(C(C)C)=CC=2C(C)C)CCCCC1. (8) Given the product [F:29][C:26]1[CH:25]=[CH:24][C:23]([S:20]([CH2:36][NH:37][C:2]2[C:7]([C:8]([O:10][CH2:11][CH3:12])=[O:9])=[CH:6][N:5]=[C:4]3[N:13]([CH3:17])[N:14]=[C:15]([CH3:16])[C:3]=23)(=[O:21])=[O:22])=[CH:28][CH:27]=1, predict the reactants needed to synthesize it. The reactants are: Cl[C:2]1[C:7]([C:8]([O:10][CH2:11][CH3:12])=[O:9])=[CH:6][N:5]=[C:4]2[N:13]([CH3:17])[N:14]=[C:15]([CH3:16])[C:3]=12.CN[S:20]([C:23]1[CH:28]=[CH:27][C:26]([F:29])=[CH:25][CH:24]=1)(=[O:22])=[O:21].C([O-])([O-])=O.[K+].[K+].[CH3:36][N:37]1CCCC1=O. (9) Given the product [C:23]([N:8]1[C:9]([C:11]2[CH:16]=[CH:15][C:14]([N:17]3[CH2:22][CH2:21][CH2:20][CH2:19][CH2:18]3)=[CH:13][CH:12]=2)=[CH:10][C:6]([CH:4]=[O:3])=[N:7]1)([CH3:26])([CH3:25])[CH3:24], predict the reactants needed to synthesize it. The reactants are: C([O:3][C:4]([C:6]1[CH:10]=[C:9]([C:11]2[CH:16]=[CH:15][C:14]([N:17]3[CH2:22][CH2:21][CH2:20][CH2:19][CH2:18]3)=[CH:13][CH:12]=2)[N:8]([C:23]([CH3:26])([CH3:25])[CH3:24])[N:7]=1)=O)C.[H-].C([Al+]CC(C)C)C(C)C.Cl.